From a dataset of Experimentally validated miRNA-target interactions with 360,000+ pairs, plus equal number of negative samples. Binary Classification. Given a miRNA mature sequence and a target amino acid sequence, predict their likelihood of interaction. (1) The miRNA is mmu-miR-7578 with sequence CAUGGCUCUGUCUUCUGCCUCAGA. The protein sequence of the target gene is MGAVTWLLPGIFLALFALTPEGGVLKKIIRHKRESGLNMTLPEENQPVVFNHIYNIKLPMGSQCSVDLESASGEKDLTPTPESSGSFQEHTVDGENQIVFTHRINIPRRACGCAAAPDVKELLSRLEELELLVSSLREQCTMGTGCCLQPAEGRLDTRPFCSGRGNFSAEGCGCVCEPGWKGPNCSEPDCPGNCNLRGQCLDGQCICDEGFTGEDCSQLACPNDCNDQGRCVNGVCVCFEGYAGPDCGLEVCPVPCSEEHGMCVDGRCVCKDGFAGEDCNEPLCLNNCYNRGRCVENECV.... Result: 0 (no interaction). (2) The miRNA is hsa-miR-24-3p with sequence UGGCUCAGUUCAGCAGGAACAG. The protein sequence of the target gene is MPHSSLHPSIPCPRGHGAQKAALVLLSACLVTLWGLGEPPEHTLRYLVLHLASLQLGLLLNGVCSLAEELRHIHSRYRGSYWRTVRACLGCPLRRGALLLLSIYFYYSLPNAVGPPFTWMLALLGLSQALNILLGLKGLAPAEISAVCEKGNFNVAHGLAWSYYIGYLRLILPELQARIRTYNQHYNNLLRGAVSQRLYILLPLDCGVPDNLSMADPNIRFLDKLPQQTGDHAGIKDRVYSNSIYELLENGQRAGTCVLEYATPLQTLFAMSQYSQAGFSREDRLEQAKLFCRTLEDILA.... Result: 1 (interaction). (3) The miRNA is mmu-miR-29a-3p with sequence UAGCACCAUCUGAAAUCGGUUA. The protein sequence of the target gene is MQLYSSVCTHYPAGTPGPTAAAPPATAAAAFKVSLQSASPAAAAPEPDTGERPPAAATEPREAAAAAAMPAFSACFERSGSAAAPPGACSKPPLPPHFTSTAHIAVRALGAERLLLPPPSAPSPPRRGSSAWLLEELLRPDEPAAPNAVRDAPDRNFRLSEHRQALAASQHRAPAPAPVGPEPGAGPGSGPWGEERRAERSSRGWDRASGRSDASGSDALRRQDPEAEAHPVPAPARSSGEPAQNGEGEAVGTSRADPRDEKLALYLAEVERQDKYLRQRNKYRFHIIPDGNCLYRAVSK.... Result: 0 (no interaction). (4) The miRNA is hsa-miR-3612 with sequence AGGAGGCAUCUUGAGAAAUGGA. The protein sequence of the target gene is MHPAAFPLPVVVATVLWGAAPVRGLIRATSEHNASMDFADLPALFGATLSDEGLQGFLVEAHPENACGPIAPPPSAPVNGSVFIALLRRFDCNFDLKVLNAQKAGYGAAVVHNVNSNELLNMVWNSEEIQQQIWIPSVFIGERSAEYLRALFVYEKGARVLLVPDNSFPLGYYLIPFTGIVGLLVLAMGTVLIVRCIQHRKRLQRNRLTKEQLKQIPTHDYQKGDEYDVCAICLDEYEDGDKLRVLPCAHAYHSRCVDPWLTQTRKTCPICKQPVHRGPGDEEQEEETQEQEEGDEGEPR.... Result: 0 (no interaction).